Predict which catalyst facilitates the given reaction. From a dataset of Catalyst prediction with 721,799 reactions and 888 catalyst types from USPTO. (1) Reactant: [Br:1][C:2]1[CH:3]=[C:4]([C:11]([C:14]2[CH:15]=[C:16]([OH:20])[CH:17]=[CH:18][CH:19]=2)([CH3:13])[CH3:12])[CH:5]=[C:6]([N+:8]([O-:10])=[O:9])[CH:7]=1.[OH-].[K+].Br[C:24](P(=O)(OCC)OCC)([F:26])[F:25].O. Product: [Br:1][C:2]1[CH:7]=[C:6]([N+:8]([O-:10])=[O:9])[CH:5]=[C:4]([C:11]([C:14]2[CH:19]=[CH:18][CH:17]=[C:16]([O:20][CH:24]([F:26])[F:25])[CH:15]=2)([CH3:13])[CH3:12])[CH:3]=1. The catalyst class is: 144. (2) Reactant: [CH:1]1([Li])[CH:5]=[CH:4][CH:3]=[CH:2]1.[CH2:7]([N:9]1[CH:13]=[CH:12][C:11]([SiH:15]([CH3:17])[CH3:16])(Cl)[B:10]1[C:18]1[CH:23]=[CH:22][CH:21]=[CH:20][CH:19]=1)[CH3:8]. Product: [CH2:7]([N:9]1[CH:13]=[CH:12][CH:11]([Si:15]([CH:1]2[CH:5]=[CH:4][CH:3]=[CH:2]2)([CH3:17])[CH3:16])[B:10]1[C:18]1[CH:23]=[CH:22][CH:21]=[CH:20][CH:19]=1)[CH3:8]. The catalyst class is: 1. (3) Reactant: [Si:1]([O:8][C@@H:9]([CH3:43])[C@@H:10]([NH:32][C:33]1[CH:40]=[CH:39][C:36]([C:37]#[N:38])=[C:35]([Cl:41])[C:34]=1[CH3:42])[C:11]1[O:12][C:13]([C:16]2[CH:21]=[CH:20][C:19]([O:22]CC3C=CC(OC)=CC=3)=[CH:18][CH:17]=2)=[N:14][N:15]=1)([C:4]([CH3:7])([CH3:6])[CH3:5])([CH3:3])[CH3:2].C(Cl)Cl.O.ClC1C(=O)C(C#N)=C(C#N)C(=O)C=1Cl.C(=O)([O-])O.[Na+]. Product: [Si:1]([O:8][C@@H:9]([CH3:43])[C@@H:10]([NH:32][C:33]1[CH:40]=[CH:39][C:36]([C:37]#[N:38])=[C:35]([Cl:41])[C:34]=1[CH3:42])[C:11]1[O:12][C:13]([C:16]2[CH:21]=[CH:20][C:19]([OH:22])=[CH:18][CH:17]=2)=[N:14][N:15]=1)([C:4]([CH3:7])([CH3:6])[CH3:5])([CH3:2])[CH3:3]. The catalyst class is: 2.